Task: Predict the product of the given reaction.. Dataset: Forward reaction prediction with 1.9M reactions from USPTO patents (1976-2016) (1) Given the reactants O=C(Cl)[O:3][C:4](Cl)(Cl)Cl.[CH3:9][C:10]1[CH:17]=[CH:16][C:15]([C:18]2[CH:23]=[CH:22][CH:21]=[CH:20][CH:19]=2)=[CH:14][C:11]=1[CH2:12][NH2:13], predict the reaction product. The product is: [CH3:9][C:10]1[CH:17]=[CH:16][C:15]([C:18]2[CH:23]=[CH:22][CH:21]=[CH:20][CH:19]=2)=[CH:14][C:11]=1[CH2:12][N:13]=[C:4]=[O:3]. (2) Given the reactants O[CH2:2][C@H:3]([NH:5][C:6](=[O:12])[O:7][C:8]([CH3:11])([CH3:10])[CH3:9])[CH3:4].C1(P(C2C=CC=CC=2)C2C=CC=CC=2)C=CC=CC=1.BrN1C(=O)CCC1=O.[Br-].[S-:41][C:42]#[N:43].[Na+], predict the reaction product. The product is: [S:41]([CH2:2][C@H:3]([NH:5][C:6](=[O:12])[O:7][C:8]([CH3:11])([CH3:10])[CH3:9])[CH3:4])[C:42]#[N:43].